From a dataset of Forward reaction prediction with 1.9M reactions from USPTO patents (1976-2016). Predict the product of the given reaction. (1) Given the reactants [S:1]1[CH:5]=[CH:4][C:3]2[CH:6]=[CH:7][CH:8]=[CH:9][C:2]1=2.[Li]C(C)(C)C.Br[CH2:16][CH2:17][CH2:18][CH3:19], predict the reaction product. The product is: [CH2:16]([C:5]1[S:1][C:2]2[CH:9]=[CH:8][CH:7]=[CH:6][C:3]=2[CH:4]=1)[CH2:17][CH2:18][CH3:19]. (2) The product is: [CH3:17][CH:18]1[CH2:23][CH2:22][CH2:21][CH2:20][CH:19]1[NH:24][C:2]1[C:3]2[N:4]([CH:10]=[C:11]([N+:13]([O-:15])=[O:14])[CH:12]=2)[N:5]=[CH:6][C:7]=1[C:8]#[N:9]. Given the reactants Cl[C:2]1[C:3]2[N:4]([CH:10]=[C:11]([N+:13]([O-:15])=[O:14])[CH:12]=2)[N:5]=[CH:6][C:7]=1[C:8]#[N:9].Cl.[CH3:17][CH:18]1[CH2:23][CH2:22][CH2:21][CH2:20][CH:19]1[NH2:24], predict the reaction product. (3) The product is: [Br:1][C:2]1[CH:10]=[C:9]([F:11])[C:8]([F:12])=[CH:7][C:3]=1[C:4]([O:6][CH3:13])=[O:5]. Given the reactants [Br:1][C:2]1[CH:10]=[C:9]([F:11])[C:8]([F:12])=[CH:7][C:3]=1[C:4]([OH:6])=[O:5].[C:13](Cl)(=O)C(Cl)=O.ClCCl, predict the reaction product.